This data is from Forward reaction prediction with 1.9M reactions from USPTO patents (1976-2016). The task is: Predict the product of the given reaction. The product is: [CH3:23][S:24][C:14]1[NH:15][C:11]([C:2]2[CH:3]=[CH:4][C:5]3[C:10](=[CH:9][CH:8]=[CH:7][CH:6]=3)[CH:1]=2)=[CH:12][C:13]=1[C:16]#[N:17]. Given the reactants [CH:1]1[C:10]2[C:5](=[CH:6][CH:7]=[CH:8][CH:9]=2)[CH:4]=[CH:3][C:2]=1[C:11](=O)[CH2:12][CH:13]([C:16]#[N:17])[C:14]#[N:15].C(O)(=O)C.[CH3:23][S-:24].[Na+], predict the reaction product.